This data is from Full USPTO retrosynthesis dataset with 1.9M reactions from patents (1976-2016). The task is: Predict the reactants needed to synthesize the given product. (1) Given the product [Cl:1][C:2]1[C:10]2[C:5](=[CH:6][CH:7]=[CH:8][CH:9]=2)[NH:4][C:3]=1[C:11]1[N:15]([CH3:18])[C:14](=[O:16])[O:13][N:12]=1, predict the reactants needed to synthesize it. The reactants are: [Cl:1][C:2]1[C:10]2[C:5](=[CH:6][CH:7]=[CH:8][CH:9]=2)[NH:4][C:3]=1[C:11]1[NH:15][C:14](=[O:16])[O:13][N:12]=1.I[CH3:18]. (2) Given the product [Cl:1][C:2]1[C:3]([F:29])=[C:4]([NH:8][C:9]2[C:18]3[C:13](=[CH:14][C:15]([O:27][CH3:28])=[C:16]([CH2:19][N:20]([CH3:30])[C:21]4([C:24]([OH:26])=[O:25])[CH2:23][CH2:22]4)[CH:17]=3)[N:12]=[CH:11][N:10]=2)[CH:5]=[CH:6][CH:7]=1, predict the reactants needed to synthesize it. The reactants are: [Cl:1][C:2]1[C:3]([F:29])=[C:4]([NH:8][C:9]2[C:18]3[C:13](=[CH:14][C:15]([O:27][CH3:28])=[C:16]([CH2:19][NH:20][C:21]4([C:24]([OH:26])=[O:25])[CH2:23][CH2:22]4)[CH:17]=3)[N:12]=[CH:11][N:10]=2)[CH:5]=[CH:6][CH:7]=1.[CH2:30]=O. (3) Given the product [CH3:12][O:13][C:14]1[CH:19]=[CH:18][C:17]([O:20][CH3:21])=[CH:16][C:15]=1[NH:22][C:2]1[C:3]2[S:10][CH:9]=[C:8]([CH3:11])[C:4]=2[N:5]=[CH:6][N:7]=1, predict the reactants needed to synthesize it. The reactants are: Cl[C:2]1[C:3]2[S:10][CH:9]=[C:8]([CH3:11])[C:4]=2[N:5]=[CH:6][N:7]=1.[CH3:12][O:13][C:14]1[CH:19]=[CH:18][C:17]([O:20][CH3:21])=[CH:16][C:15]=1[NH2:22]. (4) Given the product [NH:3]1[C:7]2[CH:8]=[CH:9][CH:10]=[CH:11][C:6]=2[N:5]=[C:4]1[C@H:12]([NH:22][C:23]([NH:24][C@@H:25]1[CH2:30][CH2:29][NH:28][CH2:27][C@@H:26]1[F:38])=[O:39])[CH2:13][C:14]1[CH:15]=[CH:16][C:17]([O:20][CH3:21])=[CH:18][CH:19]=1, predict the reactants needed to synthesize it. The reactants are: N#N.[NH:3]1[C:7]2[CH:8]=[CH:9][CH:10]=[CH:11][C:6]=2[N:5]=[C:4]1[C@H:12]([NH:22][C:23](=[O:39])[NH:24][C@@H:25]1[CH2:30][CH2:29][N:28](C(OC(C)(C)C)=O)[CH2:27][C@@H:26]1[F:38])[CH2:13][C:14]1[CH:19]=[CH:18][C:17]([O:20][CH3:21])=[CH:16][CH:15]=1.FC(F)(F)S(O[Si](C(C)(C)C)(C)C)(=O)=O.[OH-].[Na+]. (5) Given the product [NH:8]1[C:3]2[CH:4]=[CH:5][CH:6]=[CH:7][C:2]=2[N:1]=[C:9]1[CH2:10][CH2:11][C:12]1[C:13]([O:30][CH3:31])=[C:14]2[C:18](=[C:19]([F:21])[CH:20]=1)[N:17]([CH2:22][CH3:23])[CH:16]=[C:15]2[CH2:24][C:25]([N:27]([CH3:29])[CH3:28])=[O:26], predict the reactants needed to synthesize it. The reactants are: [NH2:1][C:2]1[CH:7]=[CH:6][CH:5]=[CH:4][C:3]=1[NH:8][C:9](=O)[CH2:10][CH2:11][C:12]1[C:13]([O:30][CH3:31])=[C:14]2[C:18](=[C:19]([F:21])[CH:20]=1)[N:17]([CH2:22][CH3:23])[CH:16]=[C:15]2[CH2:24][C:25]([N:27]([CH3:29])[CH3:28])=[O:26].O.C([O-])(O)=O.[Na+]. (6) Given the product [CH3:27][C:17]1[CH:22]=[CH:21][C:20]([S:23]([O:9][C:3]2[CH:4]=[CH:5][CH:6]=[C:7]([O:8][S:23]([C:20]3[CH:21]=[CH:22][C:15]([CH3:16])=[CH:18][CH:19]=3)(=[O:24])=[O:28])[C:2]=2[NH2:1])(=[O:25])=[O:24])=[CH:19][CH:18]=1, predict the reactants needed to synthesize it. The reactants are: [NH2:1][C:2]1[C:7]([OH:8])=[CH:6][CH:5]=[CH:4][C:3]=1[OH:9].C(N([CH2:15][CH3:16])CC)C.[C:17]1([CH3:27])[CH:22]=[CH:21][C:20]([S:23](Cl)(=[O:25])=[O:24])=[CH:19][CH:18]=1.[OH2:28]. (7) Given the product [O:21]=[C:14]1[CH2:13][CH2:12][C:11]2[C:16]3=[C:17]([CH2:19][CH2:20][N:15]13)[CH:18]=[C:9]([C:24]1[CH:25]=[C:26]([CH2:30][NH:31][S:32]([CH2:35][CH3:36])(=[O:33])=[O:34])[CH:27]=[N:28][CH:29]=1)[CH:10]=2, predict the reactants needed to synthesize it. The reactants are: CC1(C)C(C)(C)OB([C:9]2[CH:10]=[C:11]3[C:16]4=[C:17]([CH2:19][CH2:20][N:15]4[C:14](=[O:21])[CH2:13][CH2:12]3)[CH:18]=2)O1.Br[C:24]1[CH:25]=[C:26]([CH2:30][NH:31][S:32]([CH2:35][CH3:36])(=[O:34])=[O:33])[CH:27]=[N:28][CH:29]=1.